Dataset: Catalyst prediction with 721,799 reactions and 888 catalyst types from USPTO. Task: Predict which catalyst facilitates the given reaction. Reactant: C(=O)(O)[O-].[Na+].C(N[C@H](C(O)=O)CC(C)C)(=O)C.[CH3:18][C@H:19]1[CH2:24][CH2:23][NH:22][CH2:21][C@H:20]1[C:25]([O:27][CH3:28])=[O:26]. Product: [CH3:18][C@H:19]1[CH2:24][CH2:23][NH:22][CH2:21][C@H:20]1[C:25]([O:27][CH3:28])=[O:26]. The catalyst class is: 2.